From a dataset of Reaction yield outcomes from USPTO patents with 853,638 reactions. Predict the reaction yield, written as a fraction of the theoretical maximum amount of product (1.0 means a 100% yield; for example, 0.34 means a 34% yield). (1) The reactants are I[C:2]1[C:10]2[C:5](=[CH:6][CH:7]=[C:8]([C:11]([NH:13][CH2:14][C:15]3[CH:20]=[CH:19][CH:18]=[CH:17][C:16]=3[N:21]3[CH2:26][CH2:25][O:24][CH2:23][CH2:22]3)=[O:12])[CH:9]=2)[NH:4][N:3]=1.[CH3:27][N:28]1[CH2:33][CH2:32][CH:31]([O:34][C:35]2[CH:40]=[CH:39][C:38](B3OC(C)(C)C(C)(C)O3)=[CH:37][CH:36]=2)[CH2:30][CH2:29]1.C([O-])([O-])=O.[Na+].[Na+].C1(C)C=CC=CC=1. The catalyst is C1C=CC([P]([Pd]([P](C2C=CC=CC=2)(C2C=CC=CC=2)C2C=CC=CC=2)([P](C2C=CC=CC=2)(C2C=CC=CC=2)C2C=CC=CC=2)[P](C2C=CC=CC=2)(C2C=CC=CC=2)C2C=CC=CC=2)(C2C=CC=CC=2)C2C=CC=CC=2)=CC=1.O.CCO. The product is [CH3:27][N:28]1[CH2:33][CH2:32][CH:31]([O:34][C:35]2[CH:40]=[CH:39][C:38]([C:2]3[C:10]4[C:5](=[CH:6][CH:7]=[C:8]([C:11]([NH:13][CH2:14][C:15]5[CH:20]=[CH:19][CH:18]=[CH:17][C:16]=5[N:21]5[CH2:26][CH2:25][O:24][CH2:23][CH2:22]5)=[O:12])[CH:9]=4)[NH:4][N:3]=3)=[CH:37][CH:36]=2)[CH2:30][CH2:29]1. The yield is 0.290. (2) The reactants are [Cl:1][C:2]1[C:3]([O:30][C:31]2[CH:36]=[CH:35][N:34]=[C:33](Cl)[N:32]=2)=[C:4]([CH:26]=[C:27]([F:29])[CH:28]=1)[CH2:5][NH:6][C:7]([NH:9][C:10]1[N:14]([C:15]2[CH:20]=[CH:19][C:18]([CH3:21])=[CH:17][CH:16]=2)[N:13]=[C:12]([C:22]([CH3:25])([CH3:24])[CH3:23])[CH:11]=1)=[O:8].[NH:38]1[CH2:43][CH2:42][O:41][CH2:40][CH2:39]1. The catalyst is C(O)C. The product is [Cl:1][C:2]1[C:3]([O:30][C:31]2[CH:36]=[CH:35][N:34]=[C:33]([N:38]3[CH2:43][CH2:42][O:41][CH2:40][CH2:39]3)[N:32]=2)=[C:4]([CH:26]=[C:27]([F:29])[CH:28]=1)[CH2:5][NH:6][C:7]([NH:9][C:10]1[N:14]([C:15]2[CH:16]=[CH:17][C:18]([CH3:21])=[CH:19][CH:20]=2)[N:13]=[C:12]([C:22]([CH3:25])([CH3:24])[CH3:23])[CH:11]=1)=[O:8]. The yield is 0.960. (3) The reactants are [C:1]([O:5][C:6]([N:8]1[CH2:13][CH2:12][N:11]([C:14]2[CH:15]=[CH:16][CH:17]=[C:18]3[C:22]=2[NH:21][CH:20]=[CH:19]3)[CH2:10][CH2:9]1)=[O:7])([CH3:4])([CH3:3])[CH3:2].C([BH3-])#N.[Na+]. The yield is 0.460. The catalyst is C(O)(=O)C.C(Cl)Cl.[OH-].[Na+]. The product is [C:1]([O:5][C:6]([N:8]1[CH2:13][CH2:12][N:11]([C:14]2[CH:15]=[CH:16][CH:17]=[C:18]3[C:22]=2[NH:21][CH2:20][CH2:19]3)[CH2:10][CH2:9]1)=[O:7])([CH3:4])([CH3:2])[CH3:3]. (4) The reactants are [NH2:1][C:2]1[C:7]([F:8])=[CH:6][N:5]=[C:4](Cl)[N:3]=1.[C:10](=[N:18][OH:19])([C:12]1[CH:17]=[CH:16][CH:15]=[CH:14][CH:13]=1)[CH3:11].[H-].[Na+].O. The catalyst is CN(C=O)C.Cl.C(Cl)Cl. The product is [NH2:1][C:2]1[C:7]([F:8])=[CH:6][N:5]=[C:4]([O:19][N:18]=[C:10]([C:12]2[CH:17]=[CH:16][CH:15]=[CH:14][CH:13]=2)[CH3:11])[N:3]=1. The yield is 0.340. (5) The catalyst is COCCOC.O.Cl[Pd](Cl)([P](C1C=CC=CC=1)(C1C=CC=CC=1)C1C=CC=CC=1)[P](C1C=CC=CC=1)(C1C=CC=CC=1)C1C=CC=CC=1. The reactants are Cl[C:2]1[N:7]=[C:6]([N:8]2[CH2:13][CH2:12][O:11][CH2:10][C@H:9]2[CH3:14])[CH:5]=[C:4]([C:15]2([S:18]([CH2:21][CH3:22])(=[O:20])=[O:19])[CH2:17][CH2:16]2)[N:3]=1.C(=O)([O-])[O-].[Na+].[Na+].[NH:29]1[C:37]2[C:32](=[C:33](B(O)O)[CH:34]=[CH:35][CH:36]=2)[CH:31]=[CH:30]1. The product is [CH2:21]([S:18]([C:15]1([C:4]2[CH:5]=[C:6]([N:8]3[CH2:13][CH2:12][O:11][CH2:10][C@H:9]3[CH3:14])[N:7]=[C:2]([C:33]3[CH:34]=[CH:35][CH:36]=[C:37]4[C:32]=3[CH:31]=[CH:30][NH:29]4)[N:3]=2)[CH2:17][CH2:16]1)(=[O:20])=[O:19])[CH3:22]. The yield is 0.550. (6) The reactants are [F:1][C:2]1[CH:3]=[C:4]([OH:8])[CH:5]=[CH:6][CH:7]=1.N1C=CC=CC=1.[C:15](Cl)(=[O:18])[CH2:16][CH3:17]. The catalyst is ClCCl. The product is [F:1][C:2]1[CH:3]=[C:4]([O:8][C:15](=[O:18])[CH2:16][CH3:17])[CH:5]=[CH:6][CH:7]=1. The yield is 1.00. (7) The reactants are [CH3:1][C:2]1([CH3:16])[CH2:7][C:6]([CH3:9])([CH3:8])[CH2:5][C:4](=[CH:10]C(OCC)=O)[CH2:3]1.[Li][CH3:18].[NH4+].[Cl-].C([O:23][CH2:24][CH3:25])C. No catalyst specified. The product is [CH3:18][C:24]([OH:23])([CH3:25])[CH:10]=[C:4]1[CH2:3][C:2]([CH3:16])([CH3:1])[CH2:7][C:6]([CH3:8])([CH3:9])[CH2:5]1. The yield is 0.860.